Dataset: Forward reaction prediction with 1.9M reactions from USPTO patents (1976-2016). Task: Predict the product of the given reaction. (1) Given the reactants Cl[C:2]1[C:7]([C:8]([O:10][CH3:11])=[O:9])=[CH:6][N:5]=[CH:4][CH:3]=1.[Cl:12][C:13]1[CH:18]=[CH:17][C:16](B(O)O)=[C:15]([F:22])[CH:14]=1.C(=O)([O-])[O-].[Cs+].[Cs+], predict the reaction product. The product is: [Cl:12][C:13]1[CH:18]=[CH:17][C:16]([C:2]2[C:7]([C:8]([O:10][CH3:11])=[O:9])=[CH:6][N:5]=[CH:4][CH:3]=2)=[C:15]([F:22])[CH:14]=1. (2) Given the reactants [C:1]1([CH2:7][O:8][C:9]2[CH:14]=[CH:13][C:12]([CH2:15]O)=[C:11]([C:17]([F:20])([F:19])[F:18])[CH:10]=2)[CH:6]=[CH:5][CH:4]=[CH:3][CH:2]=1.P(Br)(Br)[Br:22].C(=O)([O-])O.[Na+], predict the reaction product. The product is: [C:1]1([CH2:7][O:8][C:9]2[CH:14]=[CH:13][C:12]([CH2:15][Br:22])=[C:11]([C:17]([F:20])([F:19])[F:18])[CH:10]=2)[CH:6]=[CH:5][CH:4]=[CH:3][CH:2]=1. (3) Given the reactants [Cl:1][C:2]1[CH:3]=[CH:4][C:5]([C:42]([F:45])([F:44])[F:43])=[C:6]([C:8]2[C:9]3[C:40](=[O:41])[CH2:39][CH2:38][C:10]=3[N:11]([CH2:15][C:16]([NH:18][C:19]3[CH:24]=[CH:23][C:22]([C:25]4[N:29](C(OC(C)(C)C)=O)[NH:28][C:27](=[O:37])[CH:26]=4)=[CH:21][CH:20]=3)=[O:17])[C:12](=[O:14])[CH:13]=2)[CH:7]=1.C(O)(C(F)(F)F)=O, predict the reaction product. The product is: [Cl:1][C:2]1[CH:3]=[CH:4][C:5]([C:42]([F:45])([F:44])[F:43])=[C:6]([C:8]2[C:9]3[C:40](=[O:41])[CH2:39][CH2:38][C:10]=3[N:11]([CH2:15][C:16]([NH:18][C:19]3[CH:20]=[CH:21][C:22]([C:25]4[NH:29][NH:28][C:27](=[O:37])[CH:26]=4)=[CH:23][CH:24]=3)=[O:17])[C:12](=[O:14])[CH:13]=2)[CH:7]=1.